This data is from Catalyst prediction with 721,799 reactions and 888 catalyst types from USPTO. The task is: Predict which catalyst facilitates the given reaction. (1) Reactant: O(CCSCC1C=CC(C2C=CC=C(C(O)=O)C=2)=CC=1)C1C=CC=CC=1.C([O:29][C:30]([C:32]1[C:33]([C:38]2[CH:43]=[CH:42][C:41]([CH2:44][S:45][CH2:46][CH2:47][O:48][C:49]3[CH:54]=[CH:53][CH:52]=[CH:51][CH:50]=3)=[CH:40][CH:39]=2)=[CH:34][CH:35]=[CH:36][CH:37]=1)=[O:31])C.[OH-].[Li+]. Product: [O:48]([CH2:47][CH2:46][S:45][CH2:44][C:41]1[CH:42]=[CH:43][C:38]([C:33]2[C:32]([C:30]([OH:31])=[O:29])=[CH:37][CH:36]=[CH:35][CH:34]=2)=[CH:39][CH:40]=1)[C:49]1[CH:50]=[CH:51][CH:52]=[CH:53][CH:54]=1. The catalyst class is: 1. (2) Reactant: [N+:1]([C:4]1[CH:8]=[N:7][NH:6][C:5]=1[NH2:9])([O-:3])=[O:2].CN(C)[CH:12]=[CH:13][C:14]([C:16]1[CH:17]=[C:18]([N:22]([CH2:26][C:27]#[CH:28])[C:23](=[O:25])[CH3:24])[CH:19]=[CH:20][CH:21]=1)=O.C(OCC)(=O)C. Product: [N+:1]([C:4]1[CH:8]=[N:7][N:6]2[C:14]([C:16]3[CH:17]=[C:18]([N:22]([CH2:26][C:27]#[CH:28])[C:23](=[O:25])[CH3:24])[CH:19]=[CH:20][CH:21]=3)=[CH:13][CH:12]=[N:9][C:5]=12)([O-:3])=[O:2]. The catalyst class is: 15. (3) Reactant: [CH2:1]([N:5]1[C:10]2=[N:11][NH:12][C:13]([NH:14][C:15]3[CH:20]=[CH:19][CH:18]=[CH:17][CH:16]=3)=[C:9]2[C:8](=[O:21])[N:7]([CH3:22])[C:6]1=[O:23])[CH:2]([CH3:4])[CH3:3].Br[CH2:25][C:26]1[CH:31]=[CH:30][C:29]([S:32]([NH2:35])(=[O:34])=[O:33])=[CH:28][CH:27]=1.C(=O)([O-])[O-].[K+].[K+]. Product: [CH2:1]([N:5]1[C:10]2=[N:11][N:12]([CH2:25][C:26]3[CH:27]=[CH:28][C:29]([S:32]([NH2:35])(=[O:34])=[O:33])=[CH:30][CH:31]=3)[C:13]([NH:14][C:15]3[CH:16]=[CH:17][CH:18]=[CH:19][CH:20]=3)=[C:9]2[C:8](=[O:21])[N:7]([CH3:22])[C:6]1=[O:23])[CH:2]([CH3:4])[CH3:3]. The catalyst class is: 3. (4) Reactant: O1CCCC1.[F:6][C:7]([F:26])([F:25])[CH:8]([C:17]1[CH:22]=[CH:21][N:20]=[C:19]([C:23]#[N:24])[CH:18]=1)[O:9][Si](CC)(CC)CC.[F-].C([N+](CCCC)(CCCC)CCCC)CCC. Product: [F:26][C:7]([F:6])([F:25])[CH:8]([C:17]1[CH:22]=[CH:21][N:20]=[C:19]([C:23]#[N:24])[CH:18]=1)[OH:9]. The catalyst class is: 6. (5) Reactant: [CH3:1][O:2][C:3]1[N:8]=[C:7]([C:9]([OH:11])=O)[CH:6]=[CH:5][CH:4]=1.ClC(N(C)C)=C(C)C.[C:20]([O:24][C:25]([N:27]1[CH2:32][CH2:31][NH:30][C:29]([CH3:34])([CH3:33])[CH2:28]1)=[O:26])([CH3:23])([CH3:22])[CH3:21].CCN(C(C)C)C(C)C. Product: [C:20]([O:24][C:25]([N:27]1[CH2:32][CH2:31][N:30]([C:9]([C:7]2[CH:6]=[CH:5][CH:4]=[C:3]([O:2][CH3:1])[N:8]=2)=[O:11])[C:29]([CH3:34])([CH3:33])[CH2:28]1)=[O:26])([CH3:23])([CH3:21])[CH3:22]. The catalyst class is: 554. (6) Reactant: [CH3:1][CH:2]1[CH2:6][CH2:5][CH:4]([OH:7])[CH2:3]1.C(N(CC)CC)C.[CH3:15][S:16](Cl)(=[O:18])=[O:17]. Product: [CH3:1][CH:2]1[CH2:6][CH2:5][CH:4]([O:7][S:16]([CH3:15])(=[O:18])=[O:17])[CH2:3]1. The catalyst class is: 2. (7) Reactant: C(=O)([O-])[O-].[K+].[K+].[O:7]=[C:8]1[CH2:12][CH2:11][CH2:10][CH:9]1[C:13]([O:15][CH2:16][CH3:17])=[O:14].[CH2:18](Br)[C:19]1[CH:24]=[CH:23][CH:22]=[CH:21][CH:20]=1. Product: [CH2:18]([C:9]1([C:13]([O:15][CH2:16][CH3:17])=[O:14])[CH2:10][CH2:11][CH2:12][C:8]1=[O:7])[C:19]1[CH:24]=[CH:23][CH:22]=[CH:21][CH:20]=1. The catalyst class is: 21. (8) Reactant: BrC1C=CC(S(O[CH:12]2[CH2:25][N:24]3[C:15](=[N:16][C:17]4[C:22]([C:23]3=[O:26])=[CH:21][CH:20]=[C:19]([Br:27])[CH:18]=4)[CH2:14][CH2:13]2)(=O)=O)=CC=1.C([O-])([O-])=O.[K+].[K+]. Product: [Br:27][C:19]1[CH:20]=[CH:21][C:22]2[C:23](=[O:26])[N:24]3[CH2:25][CH:12]4[CH2:13][CH:14]4[C:15]3=[N:16][C:17]=2[CH:18]=1. The catalyst class is: 24. (9) Reactant: [CH2:1]([O:8][N:9]=[C:10]1[C:22]2[NH:21][C:20]3[C:15](=[CH:16][C:17]([C:23]([OH:25])=O)=[CH:18][CH:19]=3)[C:14]=2[CH:13]([CH3:26])[CH2:12][NH:11]1)[C:2]1[CH:7]=[CH:6][CH:5]=[CH:4][CH:3]=1.CN(C(ON1N=[N:42][C:37]2[CH:38]=[CH:39][CH:40]=[N:41][C:36]1=2)=[N+](C)C)C.F[P-](F)(F)(F)(F)F.N1C=CC=C(N)C=1.O. Product: [N:41]1[CH:40]=[CH:39][CH:38]=[C:37]([NH:42][C:23]([C:17]2[CH:16]=[C:15]3[C:20](=[CH:19][CH:18]=2)[NH:21][C:22]2[C:10](=[N:9][O:8][CH2:1][C:2]4[CH:7]=[CH:6][CH:5]=[CH:4][CH:3]=4)[NH:11][CH2:12][CH:13]([CH3:26])[C:14]3=2)=[O:25])[CH:36]=1. The catalyst class is: 239.